Dataset: Forward reaction prediction with 1.9M reactions from USPTO patents (1976-2016). Task: Predict the product of the given reaction. (1) The product is: [K+:1].[K+:1].[C:5]1([S:15]([O-:18])(=[O:17])=[O:16])[CH:6]=[CH:7][C:8]([S:10]([O-:13])(=[O:12])=[O:11])=[CH:9][CH:4]=1. Given the reactants [K+:1].[K+].O[C:4]1[CH:9]=[C:8]([S:10]([O-:13])(=[O:12])=[O:11])[C:7](O)=[CH:6][C:5]=1[S:15]([O-:18])(=[O:17])=[O:16].C(=O)([O-])[O-].[Na+].[Na+].CO, predict the reaction product. (2) Given the reactants [C:1]([Mg]Br)([CH3:4])([CH3:3])[CH3:2].[Cu](C#N)C#N.[CH2:12]([O:14][C:15]([C:17]1[CH:18]=[N:19][N:20]([C:23]2[CH:28]=[CH:27][C:26](Br)=[CH:25][N:24]=2)[C:21]=1[CH3:22])=[O:16])[CH3:13].[OH-].[NH4+], predict the reaction product. The product is: [CH2:12]([O:14][C:15]([C:17]1[CH:18]=[N:19][N:20]([C:23]2[CH:28]=[CH:27][C:26]([C:1]([CH3:4])([CH3:3])[CH3:2])=[CH:25][N:24]=2)[C:21]=1[CH3:22])=[O:16])[CH3:13]. (3) Given the reactants CS(Cl)(=O)=[O:3].C([N:8]([CH2:11][CH3:12])[CH2:9][CH3:10])C.[Cl:13][C:14]1[CH:33]=[CH:32][C:31]([CH2:34][CH2:35][CH2:36][OH:37])=[CH:30][C:15]=1[C:16]([NH:18][CH2:19][C:20]12[CH2:29][CH:24]3[CH2:25][CH:26]([CH2:28][CH:22]([CH2:23]3)[CH2:21]1)[CH2:27]2)=[O:17], predict the reaction product. The product is: [C:36]([OH:37])(=[O:3])[CH3:35].[Cl:13][C:14]1[CH:33]=[CH:32][C:31]([CH2:34][CH2:12][CH2:11][NH:8][CH2:9][CH2:10][OH:3])=[CH:30][C:15]=1[C:16]([NH:18][CH2:19][C:20]12[CH2:29][CH:24]3[CH2:23][CH:22]([CH2:28][CH:26]([CH2:25]3)[CH2:27]1)[CH2:21]2)=[O:17]. (4) The product is: [CH3:13][NH:12][C:6]1([C:10]#[N:11])[CH2:7][CH2:8][CH2:9][CH2:5]1. Given the reactants COCO[CH:5]1[CH2:9][CH2:8][CH2:7][C:6]1([NH:12][CH3:13])[C:10]#[N:11].C1(=O)CCCC1, predict the reaction product.